From a dataset of Forward reaction prediction with 1.9M reactions from USPTO patents (1976-2016). Predict the product of the given reaction. Given the reactants [CH:1]1([N:6]2[C:11]3[N:12]=[C:13]([S:16][CH3:17])[N:14]=[CH:15][C:10]=3[CH:9]=[C:8]([F:18])[C:7]2=[O:19])[CH2:5][CH2:4][CH2:3][CH2:2]1.C1(S(N2C(C3C=CC=CC=3)O2)(=O)=[O:27])C=CC=CC=1, predict the reaction product. The product is: [CH:1]1([N:6]2[C:11]3[N:12]=[C:13]([S:16]([CH3:17])=[O:27])[N:14]=[CH:15][C:10]=3[CH:9]=[C:8]([F:18])[C:7]2=[O:19])[CH2:2][CH2:3][CH2:4][CH2:5]1.